Task: Predict the reactants needed to synthesize the given product.. Dataset: Full USPTO retrosynthesis dataset with 1.9M reactions from patents (1976-2016) (1) Given the product [N:8]1[C:7]2[C:2](=[N:3][CH:4]=[CH:5][CH:6]=2)[NH:1][C:15]=1[C:14]1[CH:18]=[CH:19][C:11]([O:10][CH3:9])=[C:12]([N+:20]([O-:22])=[O:21])[CH:13]=1, predict the reactants needed to synthesize it. The reactants are: [NH2:1][C:2]1[C:7]([NH2:8])=[CH:6][CH:5]=[CH:4][N:3]=1.[CH3:9][O:10][C:11]1[CH:19]=[CH:18][C:14]([C:15](O)=O)=[CH:13][C:12]=1[N+:20]([O-:22])=[O:21]. (2) Given the product [ClH:60].[ClH:60].[ClH:60].[CH2:34]([N:24]1[C:25](=[O:33])[C:26]([CH3:31])([CH3:32])[C:27](=[O:30])[N:28]([CH3:29])[C:22]2[CH:21]=[C:20]([O:19][CH2:51][CH2:50][CH2:49][N:48]([CH2:47][CH2:46][C:42]3[CH:41]=[N:40][CH:45]=[CH:44][CH:43]=3)[CH2:53][C:54]3[CH:59]=[CH:58][N:57]=[CH:56][CH:55]=3)[CH:39]=[CH:38][C:23]1=2)[CH:35]([CH3:36])[CH3:37], predict the reactants needed to synthesize it. The reactants are: C(P(CCCC)CCCC)CCC.C1COCC1.[OH:19][C:20]1[CH:39]=[CH:38][C:23]2[N:24]([CH2:34][CH:35]([CH3:37])[CH3:36])[C:25](=[O:33])[C:26]([CH3:32])([CH3:31])[C:27](=[O:30])[N:28]([CH3:29])[C:22]=2[CH:21]=1.[N:40]1[CH:45]=[CH:44][CH:43]=[C:42]([CH2:46][CH2:47][N:48]([CH2:53][C:54]2[CH:59]=[CH:58][N:57]=[CH:56][CH:55]=2)[CH2:49][CH2:50][CH2:51]O)[CH:41]=1.[Cl:60]CCl. (3) Given the product [C:18]([C:15]1[CH:16]=[CH:17][C:12]([S:9]([NH:8][C:7]2[C:2]([C:29]([C:30]3[C:31]([CH3:36])=[N:32][CH:33]=[CH:34][CH:35]=3)=[O:37])=[N:3][CH:4]=[C:5]([Cl:25])[CH:6]=2)(=[O:10])=[O:11])=[CH:13][CH:14]=1)([CH3:21])([CH3:19])[CH3:20], predict the reactants needed to synthesize it. The reactants are: Br[C:2]1[C:7]([N:8](COC)[S:9]([C:12]2[CH:17]=[CH:16][C:15]([C:18]([CH3:21])([CH3:20])[CH3:19])=[CH:14][CH:13]=2)(=[O:11])=[O:10])=[CH:6][C:5]([Cl:25])=[CH:4][N:3]=1.CON(C)[C:29](=[O:37])[C:30]1[CH:35]=[CH:34][CH:33]=[N:32][C:31]=1[CH3:36].Cl.O1CCOCC1. (4) Given the product [Cl:1][C:2]1[CH:7]=[C:6]([CH2:8][C:29]#[N:30])[CH:5]=[CH:4][C:3]=1[C:10]1[N:14]=[C:13]([C:15]2[N:16]=[C:17]3[C:22]([Cl:23])=[CH:21][C:20]([C:24]([F:27])([F:26])[F:25])=[CH:19][N:18]3[CH:28]=2)[O:12][N:11]=1, predict the reactants needed to synthesize it. The reactants are: [Cl:1][C:2]1[CH:7]=[C:6]([CH2:8]I)[CH:5]=[CH:4][C:3]=1[C:10]1[N:14]=[C:13]([C:15]2[N:16]=[C:17]3[C:22]([Cl:23])=[CH:21][C:20]([C:24]([F:27])([F:26])[F:25])=[CH:19][N:18]3[CH:28]=2)[O:12][N:11]=1.[C-:29]#[N:30].[Na+].C(Cl)Cl.CCOC(C)=O.CCCCCC. (5) Given the product [N:1]1[C:5]2[CH:6]=[CH:7][C:8]([C:10]([N:25]3[CH2:26][CH2:27][CH2:28][C@@H:29]4[C:30]5[CH:31]=[C:19]([C:16]6[CH2:17][CH2:18][O:13][CH2:14][CH:15]=6)[CH:20]=[CH:21][C:22]=5[CH2:23][C@H:24]34)=[O:12])=[CH:9][C:4]=2[NH:3][CH:2]=1, predict the reactants needed to synthesize it. The reactants are: [NH:1]1[C:5]2[CH:6]=[CH:7][C:8]([C:10]([OH:12])=O)=[CH:9][C:4]=2[N:3]=[CH:2]1.[O:13]1[CH2:18][CH:17]=[C:16]([C:19]2[CH:20]=[CH:21][C:22]3[CH2:23][C@H:24]4[C@@H:29]([C:30]=3[CH:31]=2)[CH2:28][CH2:27][CH2:26][NH:25]4)[CH2:15][CH2:14]1. (6) The reactants are: Br.Br[CH2:3][C:4]1[C:9]([Cl:10])=[CH:8][N:7]=[CH:6][C:5]=1[Cl:11].Cl.[CH3:13][C:14]1[CH:19]=[CH:18][N:17]=[C:16]([SH:20])[N:15]=1.C(N(CC)CC)C. Given the product [Cl:11][C:5]1[CH:6]=[N:7][CH:8]=[C:9]([Cl:10])[C:4]=1[CH2:3][S:20][C:16]1[N:15]=[C:14]([CH3:13])[CH:19]=[CH:18][N:17]=1, predict the reactants needed to synthesize it. (7) Given the product [Cl:24][C:25]1[CH:33]=[CH:32][C:31]([I:34])=[CH:30][C:26]=1[C:27]1[O:15][N:14]=[C:13]([CH2:12][N:8]2[C:9]3[C:5](=[C:4]([C:20]([F:22])([F:23])[F:21])[C:3]([C:1]#[N:2])=[CH:11][CH:10]=3)[CH:6]=[C:7]2[CH2:17][CH2:18][CH3:19])[N:16]=1, predict the reactants needed to synthesize it. The reactants are: [C:1]([C:3]1[C:4]([C:20]([F:23])([F:22])[F:21])=[C:5]2[C:9](=[CH:10][CH:11]=1)[N:8]([CH2:12][C:13](=[NH:16])[NH:14][OH:15])[C:7]([CH2:17][CH2:18][CH3:19])=[CH:6]2)#[N:2].[Cl:24][C:25]1[CH:33]=[CH:32][C:31]([I:34])=[CH:30][C:26]=1[C:27](Cl)=O.C(N(CC)CC)C. (8) Given the product [Cl:21][C:6]1[CH:5]=[C:4]([C:9]2[CH:14]=[CH:13][C:12]([C:15]([F:18])([F:17])[F:16])=[CH:11][CH:10]=2)[CH:3]=[C:2]([CH3:1])[N:7]=1, predict the reactants needed to synthesize it. The reactants are: [CH3:1][C:2]1[NH:7][C:6](=O)[CH:5]=[C:4]([C:9]2[CH:14]=[CH:13][C:12]([C:15]([F:18])([F:17])[F:16])=[CH:11][CH:10]=2)[CH:3]=1.P(Cl)(Cl)([Cl:21])=O.